From a dataset of Full USPTO retrosynthesis dataset with 1.9M reactions from patents (1976-2016). Predict the reactants needed to synthesize the given product. (1) Given the product [O:35]1[CH2:40][CH2:39][N:38]([C:41]2[C:46]([NH:47][C:55]3[C:64]4[C:59](=[CH:60][C:61]([F:66])=[CH:62][C:63]=4[F:65])[N:58]=[C:57]([C:67]4[CH:68]=[N:69][CH:70]=[CH:71][CH:72]=4)[C:56]=3[CH3:73])=[CH:45][C:44]([N:48]3[CH2:49][CH2:50][O:51][CH2:52][CH2:53]3)=[CH:43][N:42]=2)[CH2:37][CH2:36]1, predict the reactants needed to synthesize it. The reactants are: C1(P(C2CCCCC2)C2C=CC=CC=2C2C(C(C)C)=CC(C(C)C)=CC=2C(C)C)CCCCC1.[O:35]1[CH2:40][CH2:39][N:38]([C:41]2[C:46]([NH2:47])=[CH:45][C:44]([N:48]3[CH2:53][CH2:52][O:51][CH2:50][CH2:49]3)=[CH:43][N:42]=2)[CH2:37][CH2:36]1.Cl[C:55]1[C:64]2[C:59](=[CH:60][C:61]([F:66])=[CH:62][C:63]=2[F:65])[N:58]=[C:57]([C:67]2[CH:68]=[N:69][CH:70]=[CH:71][CH:72]=2)[C:56]=1[CH3:73].CC(C)([O-])C.[Na+]. (2) Given the product [C:1]([O:5][C:6]([NH:7][C:8]1([C:12]2[CH:17]=[CH:16][C:15]([C:18]3[C:27]([C:28]4[CH:33]=[CH:32][CH:31]=[CH:30][CH:29]=4)=[CH:26][C:25]4[C:24](=[O:34])[CH:23]([C:35]([O:43][CH3:47])=[O:41])[CH2:22][CH2:21][C:20]=4[N:19]=3)=[CH:14][CH:13]=2)[CH2:11][CH2:10][CH2:9]1)=[O:40])([CH3:4])([CH3:3])[CH3:2], predict the reactants needed to synthesize it. The reactants are: [C:1]([O:5][C:6](=[O:40])[NH:7][C:8]1([C:12]2[CH:17]=[CH:16][C:15]([C:18]3[C:27]([C:28]4[CH:33]=[CH:32][CH:31]=[CH:30][CH:29]=4)=[CH:26][C:25]4[C:24](=[O:34])[C:23](=[C:35](SC)SC)[CH2:22][CH2:21][C:20]=4[N:19]=3)=[CH:14][CH:13]=2)[CH2:11][CH2:10][CH2:9]1)([CH3:4])([CH3:3])[CH3:2].[OH-:41].[Na+].[O:43]1[CH2:47]CCC1. (3) Given the product [C:1]1([S:7]([N:10]2[C:18]3[C:13](=[CH:14][C:15](/[CH:11]=[CH:12]/[C:13]4[CH:18]=[CH:17][C:16]([O:28][CH3:25])=[CH:15][CH:14]=4)=[CH:16][CH:17]=3)[C:12]3[CH:20]=[C:21]([Cl:24])[CH:22]=[N:23][C:11]2=3)(=[O:9])=[O:8])[CH:6]=[CH:5][CH:4]=[CH:3][CH:2]=1, predict the reactants needed to synthesize it. The reactants are: [C:1]1([S:7]([N:10]2[C:18]3[C:13](=[CH:14][C:15](Br)=[CH:16][CH:17]=3)[C:12]3[CH:20]=[C:21]([Cl:24])[CH:22]=[N:23][C:11]2=3)(=[O:9])=[O:8])[CH:6]=[CH:5][CH:4]=[CH:3][CH:2]=1.[C:25]([O-:28])([O-])=O.[K+].[K+].O. (4) Given the product [Br:20][CH2:21][C:22]([N:12]([CH2:11][C:9]1[S:10][C:5]2[C:4]([N:14]3[CH2:15][CH2:16][O:17][CH2:18][CH2:19]3)=[N:3][C:2]([Cl:1])=[N:7][C:6]=2[CH:8]=1)[CH3:13])=[O:23], predict the reactants needed to synthesize it. The reactants are: [Cl:1][C:2]1[N:3]=[C:4]([N:14]2[CH2:19][CH2:18][O:17][CH2:16][CH2:15]2)[C:5]2[S:10][C:9]([CH2:11][NH:12][CH3:13])=[CH:8][C:6]=2[N:7]=1.[Br:20][CH2:21][C:22](Cl)=[O:23]. (5) Given the product [F:1][C:2]1[CH:7]=[CH:6][C:5]([C:8]2[C:12]3[N:13]=[C:14]([S:17]([CH3:18])(=[O:27])=[O:26])[N:15]=[CH:16][C:11]=3[S:10][C:9]=2[C:19]([NH2:21])=[O:20])=[CH:4][CH:3]=1, predict the reactants needed to synthesize it. The reactants are: [F:1][C:2]1[CH:7]=[CH:6][C:5]([C:8]2[C:12]3[N:13]=[C:14]([S:17][CH3:18])[N:15]=[CH:16][C:11]=3[S:10][C:9]=2[C:19]([NH2:21])=[O:20])=[CH:4][CH:3]=1.B1([O-])OO1.[OH2:26].[OH2:27].O.O.[Na+].S([O-])([O-])(=O)=S.[Na+].[Na+].C(=O)([O-])[O-].[K+].[K+].